Dataset: Full USPTO retrosynthesis dataset with 1.9M reactions from patents (1976-2016). Task: Predict the reactants needed to synthesize the given product. (1) Given the product [O:13]1[C:9]2([CH2:14][CH2:15][C:6]3([CH2:16][CH2:17][NH:18][C:4]3=[O:3])[CH2:7][CH2:8]2)[O:10][CH2:11][CH2:12]1, predict the reactants needed to synthesize it. The reactants are: C([O:3][C:4]([C:6]1([CH2:16][C:17]#[N:18])[CH2:15][CH2:14][C:9]2([O:13][CH2:12][CH2:11][O:10]2)[CH2:8][CH2:7]1)=O)C.CCN(CC)CC. (2) Given the product [CH3:1][S:2]([CH2:4][CH2:22][C:23]1[C:24]([C:45]2[CH:50]=[CH:49][CH:48]=[CH:47][CH:46]=2)=[N:25][C:26]2[C:31]([C:32]=1[C:33]([NH:35][C@H:18]([C:19]1[CH:20]=[CH:55][CH:51]=[CH:52][CH:53]=1)[CH2:17][CH3:5])=[O:34])=[CH:30][CH:29]=[CH:28][CH:27]=2)=[O:3], predict the reactants needed to synthesize it. The reactants are: [CH3:1][S:2]([CH3:4])=[O:3].[CH3:5]N(P(N(C)C)(N(C)C)=O)C.[Li][CH2:17][CH2:18][CH2:19][CH3:20].Br[CH2:22][C:23]1[C:24]([C:45]2[CH:50]=[CH:49][CH:48]=[CH:47][CH:46]=2)=[N:25][C:26]2[C:31]([C:32]=1[C:33]([NH2:35])=[O:34])=[C:30]([C@H](C1C=CC=CC=1)CC)[CH:29]=[CH:28][CH:27]=2.[CH2:51]1[CH2:55]O[CH2:53][CH2:52]1. (3) Given the product [O:11]([C:18]1[CH:19]=[CH:20][C:21]([O:24][C:2]2[C:3]3[N:10]([CH2:33][CH2:32][NH:31][C:30](=[O:35])[CH:36]=[CH2:37])[CH:9]=[CH:8][C:4]=3[N:5]=[CH:6][N:7]=2)=[CH:22][CH:23]=1)[C:12]1[CH:17]=[CH:16][CH:15]=[CH:14][CH:13]=1, predict the reactants needed to synthesize it. The reactants are: Cl[C:2]1[C:3]2[NH:10][CH:9]=[CH:8][C:4]=2[N:5]=[CH:6][N:7]=1.[O:11]([C:18]1[CH:23]=[CH:22][C:21]([OH:24])=[CH:20][CH:19]=1)[C:12]1[CH:17]=[CH:16][CH:15]=[CH:14][CH:13]=1.C(O[C:30](=[O:35])[NH:31][CH2:32][CH2:33]I)(C)(C)C.[C:36](O)(=O)[CH:37]=C. (4) Given the product [OH:5][C:6]1[CH:29]=[C:28]([O:30][CH2:31][CH:32]([CH3:34])[CH3:33])[CH:27]=[CH:26][C:7]=1[C:8]([C:10]1[CH:11]=[CH:12][C:13]([O:21][CH2:22][CH:23]([CH3:25])[CH3:24])=[C:14]([CH2:16][C:17]([O:19][CH3:20])=[O:18])[CH:15]=1)=[O:9], predict the reactants needed to synthesize it. The reactants are: C([O:5][C:6]1[CH:29]=[C:28]([O:30][CH2:31][CH:32]([CH3:34])[CH3:33])[CH:27]=[CH:26][C:7]=1[C:8]([C:10]1[CH:11]=[CH:12][C:13]([O:21][CH2:22][CH:23]([CH3:25])[CH3:24])=[C:14]([CH2:16][C:17]([O:19][CH3:20])=[O:18])[CH:15]=1)=[O:9])C(C)C.[Cl-].[Al+3].[Cl-].[Cl-].C(Cl)(Cl)Cl. (5) Given the product [C:2]1([N:8]2[C:10]3[C:15](=[CH:14][CH:13]=[CH:12][CH:11]=3)[C:18]3[C:19]4[C:24]([CH2:16][C:17]2=3)=[CH:23][CH:22]=[CH:21][CH:20]=4)[CH:7]=[CH:6][CH:5]=[CH:4][CH:3]=1, predict the reactants needed to synthesize it. The reactants are: [Cl-].[C:2]1([NH+:8]([C:10]2[CH:15]=[CH:14][CH:13]=[CH:12][CH:11]=2)N)[CH:7]=[CH:6][CH:5]=[CH:4][CH:3]=1.[CH2:16]1[C:24]2[C:19](=[CH:20][CH:21]=[CH:22][CH:23]=2)[CH2:18][C:17]1=O.C(O)C. (6) Given the product [Cl:1][C:2]1[C:3]([C:17]([NH:20][C:21]2[CH:26]=[CH:25][CH:24]=[C:23]([OH:27])[CH:22]=2)=[O:18])=[N:4][O:5][C:6]=1[C:7]1[CH:12]=[CH:11][C:10]([C:13]([F:16])([F:15])[F:14])=[CH:9][CH:8]=1, predict the reactants needed to synthesize it. The reactants are: [Cl:1][C:2]1[C:3]([C:17](Cl)=[O:18])=[N:4][O:5][C:6]=1[C:7]1[CH:12]=[CH:11][C:10]([C:13]([F:16])([F:15])[F:14])=[CH:9][CH:8]=1.[NH2:20][C:21]1[CH:22]=[C:23]([OH:27])[CH:24]=[CH:25][CH:26]=1.C(=O)([O-])[O-].[K+].[K+]. (7) Given the product [Cl:23][C:22]1[CH:21]=[CH:20][CH:19]=[C:18]([Cl:24])[C:17]=1[CH2:16][CH:5]1[CH2:6][CH2:7][N:3]([N:2]([CH3:1])[C:9]2[CH:14]=[CH:13][CH:12]=[CH:11][CH:10]=2)[C:4]1=[O:8], predict the reactants needed to synthesize it. The reactants are: [CH3:1][N:2]([C:9]1[CH:14]=[CH:13][CH:12]=[CH:11][CH:10]=1)[N:3]1[CH2:7][CH2:6][CH2:5][C:4]1=[O:8].Cl[CH2:16][C:17]1[C:22]([Cl:23])=[CH:21][CH:20]=[CH:19][C:18]=1[Cl:24]. (8) The reactants are: [CH:1](NC(C)C)(C)C.[Cl:8][C:9]1[CH:16]=[C:15]([N:17]2[C:21](=[O:22])[CH2:20][C@@H:19]([OH:23])[C@@H:18]2[CH2:24][CH3:25])[CH:14]=[CH:13][C:10]=1[C:11]#[N:12].IC.O. Given the product [Cl:8][C:9]1[CH:16]=[C:15]([N:17]2[C:21](=[O:22])[C@H:20]([CH3:1])[C@@H:19]([OH:23])[C@@H:18]2[CH2:24][CH3:25])[CH:14]=[CH:13][C:10]=1[C:11]#[N:12], predict the reactants needed to synthesize it. (9) Given the product [Cl:15][C:16]1[CH:17]=[C:18]([C:22]2[C:31]3[C:26](=[CH:27][CH:28]=[C:29]([C:32]([OH:48])([C:42]4[N:46]([CH3:47])[CH:45]=[N:44][CH:43]=4)[C:33]4[CH:34]=[CH:35][C:36]([C:37]([O:39][CH3:1])=[O:38])=[CH:40][CH:41]=4)[CH:30]=3)[NH:25][C:24](=[O:49])[CH:23]=2)[CH:19]=[CH:20][CH:21]=1, predict the reactants needed to synthesize it. The reactants are: [CH:1]1N=CN(C(N2C=NC=C2)=O)C=1.O.Cl.[Cl:15][C:16]1[CH:17]=[C:18]([C:22]2[C:31]3[C:26](=[CH:27][CH:28]=[C:29]([C:32]([OH:48])([C:42]4[N:46]([CH3:47])[CH:45]=[N:44][CH:43]=4)[C:33]4[CH:41]=[CH:40][C:36]([C:37]([OH:39])=[O:38])=[CH:35][CH:34]=4)[CH:30]=3)[NH:25][C:24](=[O:49])[CH:23]=2)[CH:19]=[CH:20][CH:21]=1.N12CCN(CC1)CC2.CO.